From a dataset of Peptide-MHC class II binding affinity with 134,281 pairs from IEDB. Regression. Given a peptide amino acid sequence and an MHC pseudo amino acid sequence, predict their binding affinity value. This is MHC class II binding data. (1) The peptide sequence is AFILDGDNLDPKV. The MHC is DRB1_0401 with pseudo-sequence DRB1_0401. The binding affinity (normalized) is 0.722. (2) The peptide sequence is QEALEDFREFSRAKG. The MHC is HLA-DQA10501-DQB10301 with pseudo-sequence HLA-DQA10501-DQB10301. The binding affinity (normalized) is 0.334. (3) The peptide sequence is HPDYAILAARIAVSN. The MHC is HLA-DPA10201-DPB10101 with pseudo-sequence HLA-DPA10201-DPB10101. The binding affinity (normalized) is 0.362. (4) The peptide sequence is QHNHRPGYHTQTAGP. The MHC is DRB1_0101 with pseudo-sequence DRB1_0101. The binding affinity (normalized) is 0.256. (5) The peptide sequence is LGGVMGGLWKYLNAV. The MHC is DRB1_0301 with pseudo-sequence DRB1_0301. The binding affinity (normalized) is 0.385. (6) The peptide sequence is EFVKIVQKRGIVKENI. The MHC is DRB4_0101 with pseudo-sequence DRB4_0103. The binding affinity (normalized) is 0.704. (7) The peptide sequence is DWQQVPFCSHHFHELIM. The MHC is DRB1_0802 with pseudo-sequence DRB1_0802. The binding affinity (normalized) is 0.400. (8) The peptide sequence is MATFKIQPVFMVASFLKA. The MHC is DRB1_0101 with pseudo-sequence DRB1_0101. The binding affinity (normalized) is 0.633. (9) The peptide sequence is IAPAVQTNWQKLETFWAKHM. The MHC is HLA-DPA10301-DPB10402 with pseudo-sequence HLA-DPA10301-DPB10402. The binding affinity (normalized) is 0.298.